This data is from Full USPTO retrosynthesis dataset with 1.9M reactions from patents (1976-2016). The task is: Predict the reactants needed to synthesize the given product. (1) Given the product [C:10]1([CH2:9][O:8][C:6]([NH:4][CH2:1][CH:2]=[CH2:3])=[O:7])[CH:15]=[CH:14][CH:13]=[CH:12][CH:11]=1, predict the reactants needed to synthesize it. The reactants are: [CH2:1]([NH2:4])[CH:2]=[CH2:3].Cl[C:6]([O:8][CH2:9][C:10]1[CH:15]=[CH:14][CH:13]=[CH:12][CH:11]=1)=[O:7]. (2) Given the product [CH3:1][O:2][C:3]1[CH:8]=[CH:7][C:6]([CH:9]2[CH:13]([C:14]([O:16][CH2:17][CH3:18])=[O:15])[CH:12]([C:19]3[CH:24]=[CH:23][C:22]4[O:25][CH2:26][O:27][C:21]=4[CH:20]=3)[CH2:11][NH:10]2)=[CH:5][CH:4]=1, predict the reactants needed to synthesize it. The reactants are: [CH3:1][O:2][C:3]1[CH:8]=[CH:7][C:6]([C:9]2[CH:13]([C:14]([O:16][CH2:17][CH3:18])=[O:15])[CH:12]([C:19]3[CH:24]=[CH:23][C:22]4[O:25][CH2:26][O:27][C:21]=4[CH:20]=3)[CH2:11][N:10]=2)=[CH:5][CH:4]=1.C([BH3-])#N.[Na+].Cl.